This data is from Peptide-MHC class I binding affinity with 185,985 pairs from IEDB/IMGT. The task is: Regression. Given a peptide amino acid sequence and an MHC pseudo amino acid sequence, predict their binding affinity value. This is MHC class I binding data. (1) The peptide sequence is KQEHETSWHY. The MHC is HLA-A30:02 with pseudo-sequence HLA-A30:02. The binding affinity (normalized) is 0. (2) The peptide sequence is FLRKEGGL. The MHC is HLA-B08:01 with pseudo-sequence HLA-B08:01. The binding affinity (normalized) is 0.500. (3) The peptide sequence is ILQMREIIT. The MHC is HLA-A02:03 with pseudo-sequence HLA-A02:03. The binding affinity (normalized) is 0.334. (4) The peptide sequence is SLFTEQAFY. The MHC is HLA-A11:01 with pseudo-sequence HLA-A11:01. The binding affinity (normalized) is 0.307. (5) The peptide sequence is SRYWAIRTR. The MHC is HLA-B18:01 with pseudo-sequence HLA-B18:01. The binding affinity (normalized) is 0.0847. (6) The peptide sequence is HLEEERDLKI. The MHC is HLA-A02:06 with pseudo-sequence HLA-A02:06. The binding affinity (normalized) is 0.